From a dataset of Full USPTO retrosynthesis dataset with 1.9M reactions from patents (1976-2016). Predict the reactants needed to synthesize the given product. (1) Given the product [CH3:8][O:9][C:10]([CH:12]1[N:16]([NH:28][CH:1]2[CH2:2][CH2:3][CH2:4][CH2:5][CH2:6]2)[CH:15]2[CH2:17][CH2:18][CH2:19][CH:14]2[CH2:13]1)=[O:11], predict the reactants needed to synthesize it. The reactants are: [C:1]1(C)[CH:6]=[CH:5][CH:4]=[CH:3][CH:2]=1.[CH3:8][O:9][C:10]([CH:12]1[NH:16][CH:15]2[CH2:17][CH2:18][CH2:19][CH:14]2[CH2:13]1)=[O:11].C1(=O)CCCCC1.C([BH3-])#[N:28].[Na+]. (2) Given the product [F:1][C:2]1[CH:7]=[CH:6][C:5]([C:8]2[O:29][C:11]([CH:13]3[CH2:18][CH2:17][N:16]([C:19]([O:21][CH2:22][C:23]4[CH:28]=[CH:27][CH:26]=[CH:25][CH:24]=4)=[O:20])[CH2:15][CH2:14]3)=[N:10][CH:9]=2)=[CH:4][CH:3]=1, predict the reactants needed to synthesize it. The reactants are: [F:1][C:2]1[CH:7]=[CH:6][C:5]([C:8](=[O:29])[CH2:9][NH:10][C:11]([CH:13]2[CH2:18][CH2:17][N:16]([C:19]([O:21][CH2:22][C:23]3[CH:28]=[CH:27][CH:26]=[CH:25][CH:24]=3)=[O:20])[CH2:15][CH2:14]2)=O)=[CH:4][CH:3]=1. (3) Given the product [Cl:24][C:4]1[CH:5]=[CH:6][C:7]2[S:8](=[O:10])(=[O:9])[N:11]3[CH2:12][C@H:13]([CH2:14][CH2:15]3)[NH:16][C:2]=2[N:3]=1, predict the reactants needed to synthesize it. The reactants are: Cl[C:2]1[C:7]([S:8]([N:11]2[CH2:15][CH2:14][C@H:13]([NH:16]C(=O)OC(C)(C)C)[CH2:12]2)(=[O:10])=[O:9])=[CH:6][CH:5]=[C:4]([Cl:24])[N:3]=1.FC(F)(F)C(O)=O.C(=O)([O-])[O-].[Na+].[Na+]. (4) Given the product [S:22]1[CH:23]=[CH:24][N:25]=[C:21]1[NH:20][S:16]([C:13]1[CH:14]=[CH:15][C:10]([C:7]2[CH:8]=[CH:9][C:4]([N+:1]([O-:3])=[O:2])=[CH:5][CH:6]=2)=[CH:11][CH:12]=1)(=[O:18])=[O:17], predict the reactants needed to synthesize it. The reactants are: [N+:1]([C:4]1[CH:9]=[CH:8][C:7]([C:10]2[CH:15]=[CH:14][C:13]([S:16](Cl)(=[O:18])=[O:17])=[CH:12][CH:11]=2)=[CH:6][CH:5]=1)([O-:3])=[O:2].[NH2:20][C:21]1[S:22][CH:23]=[CH:24][N:25]=1. (5) Given the product [Cl:1][C:2]1[CH:11]=[CH:10][C:5]([C:6]([OH:8])=[O:7])=[CH:4][C:3]=1[NH:12][C:13]([C:15]1[C:16](=[O:32])[NH:17][C:18]2[C:23]([CH:24]=1)=[CH:22][C:21]([O:25][CH2:26][CH2:27][O:28][CH3:29])=[C:20]([O:30][CH3:31])[CH:19]=2)=[O:14], predict the reactants needed to synthesize it. The reactants are: [Cl:1][C:2]1[CH:11]=[CH:10][C:5]([C:6]([O:8]C)=[O:7])=[CH:4][C:3]=1[NH:12][C:13]([C:15]1[C:16](=[O:32])[NH:17][C:18]2[C:23]([CH:24]=1)=[CH:22][C:21]([O:25][CH2:26][CH2:27][O:28][CH3:29])=[C:20]([O:30][CH3:31])[CH:19]=2)=[O:14].[OH-].[Na+].O.